From a dataset of Reaction yield outcomes from USPTO patents with 853,638 reactions. Predict the reaction yield, written as a fraction of the theoretical maximum amount of product (1.0 means a 100% yield; for example, 0.34 means a 34% yield). (1) The reactants are [N:1]1[C:10]2[C:5](=[CH:6][CH:7]=[CH:8][CH:9]=2)[CH:4]=[CH:3][C:2]=1[NH:11][CH2:12][CH2:13][CH2:14][NH2:15].[C:16]1([C:24]2[CH:29]=[CH:28][CH:27]=[CH:26][CH:25]=2)[CH:21]=[CH:20][C:19]([CH:22]=O)=[CH:18][CH:17]=1.[BH3-]C#N.[Na+]. No catalyst specified. The product is [C:16]1([C:24]2[CH:25]=[CH:26][CH:27]=[CH:28][CH:29]=2)[CH:17]=[CH:18][C:19]([CH2:22][NH:15][CH2:14][CH2:13][CH2:12][NH:11][C:2]2[CH:3]=[CH:4][C:5]3[C:10](=[CH:9][CH:8]=[CH:7][CH:6]=3)[N:1]=2)=[CH:20][CH:21]=1. The yield is 0.460. (2) The reactants are C[O:2][C:3]1[CH:11]=[C:10]2[C:6]([C:7]3[CH:15]=[C:14]([OH:16])[N:13]=[C:12]([CH3:17])[C:8]=3[NH:9]2)=[CH:5][CH:4]=1.B(Br)(Br)Br. The catalyst is C1COCC1. The product is [CH3:17][C:12]1[C:8]2[NH:9][C:10]3[C:6]([C:7]=2[CH:15]=[C:14]([OH:16])[N:13]=1)=[CH:5][CH:4]=[C:3]([OH:2])[CH:11]=3. The yield is 0.470. (3) The reactants are [CH3:1][C:2]1[CH:10]=[CH:9][C:8]([N:11]([CH3:20])[S:12]([C:15]2[S:16][CH:17]=[CH:18][CH:19]=2)(=[O:14])=[O:13])=[C:7]2[C:3]=1[CH:4]=[C:5]([C:21]([NH2:23])=O)[NH:6]2.COC1C=CC(P2(SP(C3C=CC(OC)=CC=3)(=S)S2)=[S:33])=CC=1. The catalyst is O1CCCC1. The product is [CH3:1][C:2]1[CH:10]=[CH:9][C:8]([N:11]([CH3:20])[S:12]([C:15]2[S:16][CH:17]=[CH:18][CH:19]=2)(=[O:14])=[O:13])=[C:7]2[C:3]=1[CH:4]=[C:5]([C:21](=[S:33])[NH2:23])[NH:6]2. The yield is 0.840. (4) The reactants are C([O:3][C:4](=[O:27])[CH2:5][NH:6][C:7]([N:9]1[CH2:14][CH2:13][N:12]([C:15]2[C:24]3[C:19](=[CH:20][C:21]([Cl:25])=[CH:22][CH:23]=3)[N:18]=[C:17]([NH2:26])[CH:16]=2)[CH2:11][CH2:10]1)=[O:8])C.O[Li].O. The catalyst is C1COCC1.O. The product is [NH2:26][C:17]1[CH:16]=[C:15]([N:12]2[CH2:13][CH2:14][N:9]([C:7]([NH:6][CH2:5][C:4]([OH:27])=[O:3])=[O:8])[CH2:10][CH2:11]2)[C:24]2[C:19](=[CH:20][C:21]([Cl:25])=[CH:22][CH:23]=2)[N:18]=1. The yield is 0.760.